The task is: Predict the reactants needed to synthesize the given product.. This data is from Full USPTO retrosynthesis dataset with 1.9M reactions from patents (1976-2016). (1) The reactants are: [CH:1]1([NH:6][CH2:7][C:8]([F:14])([F:13])[C:9]([O:11][CH3:12])=[O:10])[CH2:5][CH2:4][CH2:3][CH2:2]1.C([O-])([O-])=O.[K+].[K+].[Cl:21][C:22]1[N:27]=[C:26](Cl)[C:25]([N+:29]([O-:31])=[O:30])=[CH:24][N:23]=1. Given the product [Cl:21][C:22]1[N:27]=[C:26]([N:6]([CH:1]2[CH2:2][CH2:3][CH2:4][CH2:5]2)[CH2:7][C:8]([F:13])([F:14])[C:9]([O:11][CH3:12])=[O:10])[C:25]([N+:29]([O-:31])=[O:30])=[CH:24][N:23]=1, predict the reactants needed to synthesize it. (2) Given the product [N:11]1[C:10]2[C:5](=[N:6][CH:7]=[CH:8][CH:9]=2)[S:4][C:3]=1[CH2:2][N:15]1[CH2:16][CH2:17][N:12]([C:18]2[N:25]=[CH:24][CH:23]=[CH:22][C:19]=2[C:20]#[N:21])[CH2:13][CH2:14]1, predict the reactants needed to synthesize it. The reactants are: Cl[CH2:2][C:3]1[S:4][C:5]2[C:10]([N:11]=1)=[CH:9][CH:8]=[CH:7][N:6]=2.[N:12]1([C:18]2[N:25]=[CH:24][CH:23]=[CH:22][C:19]=2[C:20]#[N:21])[CH2:17][CH2:16][NH:15][CH2:14][CH2:13]1.CC(=O)OCC. (3) Given the product [F:1][C:2]1[CH:43]=[CH:42][C:5]([C:6]([NH:8][C:9]2[CH:10]=[C:11]([CH:39]=[CH:40][CH:41]=2)[C:12]([NH:14][C:15]2[C:20]([CH3:21])=[CH:19][C:18]([C:22]([C:28]3[CH:33]=[CH:32][C:31]([C:34]([F:37])([F:36])[F:35])=[CH:30][CH:29]=3)([F:44])[C:23]([F:26])([F:25])[F:24])=[CH:17][C:16]=2[CH3:38])=[O:13])=[O:7])=[CH:4][CH:3]=1, predict the reactants needed to synthesize it. The reactants are: [F:1][C:2]1[CH:43]=[CH:42][C:5]([C:6]([NH:8][C:9]2[CH:10]=[C:11]([CH:39]=[CH:40][CH:41]=2)[C:12]([NH:14][C:15]2[C:20]([CH3:21])=[CH:19][C:18]([C:22]([C:28]3[CH:33]=[CH:32][C:31]([C:34]([F:37])([F:36])[F:35])=[CH:30][CH:29]=3)(Cl)[C:23]([F:26])([F:25])[F:24])=[CH:17][C:16]=2[CH3:38])=[O:13])=[O:7])=[CH:4][CH:3]=1.[F-:44].[Cs+]. (4) Given the product [Cl:18][C:19]1[CH:20]=[C:21]([NH:26][C:27]2[C:36]3[C:31](=[CH:32][C:33]([O:17][C@H:14]4[CH2:15][CH2:16][O:12][CH2:13]4)=[C:34]([N+:37]([O-:39])=[O:38])[CH:35]=3)[N:30]=[CH:29][N:28]=2)[CH:22]=[CH:23][C:24]=1[F:25], predict the reactants needed to synthesize it. The reactants are: CC(C)([O-])C.[K+].CN(C)C=O.[O:12]1[CH2:16][CH2:15][C@H:14]([OH:17])[CH2:13]1.[Cl:18][C:19]1[CH:20]=[C:21]([NH:26][C:27]2[C:36]3[C:31](=[CH:32][C:33](F)=[C:34]([N+:37]([O-:39])=[O:38])[CH:35]=3)[N:30]=[CH:29][N:28]=2)[CH:22]=[CH:23][C:24]=1[F:25]. (5) Given the product [F:29][CH:28]([F:30])[O:27][C:14]1[CH:13]=[CH:12][CH:11]=[C:10]2[C:15]=1[C:16]1[CH:21]=[CH:20][C:19]([NH:22][S:23]([CH3:26])(=[O:24])=[O:25])=[CH:18][C:17]=1[CH:8]([C:4]1[CH:3]=[C:2]([CH2:37][CH2:36][C:35]([O:34][CH2:32][CH3:33])=[O:39])[CH:7]=[CH:6][CH:5]=1)[O:9]2, predict the reactants needed to synthesize it. The reactants are: Br[C:2]1[CH:3]=[C:4]([CH:8]2[C:17]3[CH:18]=[C:19]([NH:22][S:23]([CH3:26])(=[O:25])=[O:24])[CH:20]=[CH:21][C:16]=3[C:15]3[C:10](=[CH:11][CH:12]=[CH:13][C:14]=3[O:27][CH:28]([F:30])[F:29])[O:9]2)[CH:5]=[CH:6][CH:7]=1.[Br-].[CH2:32]([O:34][C:35](=[O:39])[CH2:36][CH2:37][Zn+])[CH3:33].O. (6) Given the product [N:30]1([C:4](=[O:5])[CH2:6][CH2:7][CH2:8][O:9][C:10]2[CH:19]=[C:18]3[C:13]([CH2:14][CH2:15][CH2:16][C:17]3=[O:20])=[CH:12][CH:11]=2)[CH2:35][CH2:34][O:33][CH2:32][CH2:31]1, predict the reactants needed to synthesize it. The reactants are: C(O[C:4]([CH2:6][CH2:7][CH2:8][O:9][C:10]1[CH:19]=[C:18]2[C:13]([CH2:14][CH2:15][CH2:16][C:17]2=[O:20])=[CH:12][CH:11]=1)=[O:5])C.C(N(CC)C(C)C)(C)C.[NH:30]1[CH2:35][CH2:34][O:33][CH2:32][CH2:31]1. (7) Given the product [CH2:1]([O:3][C:4]([C:5]1[O:16][C:9]([C:10]2[CH:15]=[CH:14][CH:13]=[CH:12][CH:11]=2)=[CH:8][N:7]=1)=[O:17])[CH3:2], predict the reactants needed to synthesize it. The reactants are: [CH2:1]([O:3][C:4](=[O:17])[C:5]([NH:7][CH2:8][C:9](=[O:16])[C:10]1[CH:15]=[CH:14][CH:13]=[CH:12][CH:11]=1)=O)[CH3:2]. (8) Given the product [CH2:15]([O:9][C:8](=[O:10])[C:7]1[CH:11]=[CH:12][C:4]([C:1](=[O:3])[CH3:2])=[C:5]([OH:13])[CH:6]=1)[CH3:16], predict the reactants needed to synthesize it. The reactants are: [C:1]([C:4]1[CH:12]=[CH:11][C:7]([C:8]([OH:10])=[O:9])=[CH:6][C:5]=1[OH:13])(=[O:3])[CH3:2].Cl.[CH2:15](O)[CH3:16].